Dataset: Catalyst prediction with 721,799 reactions and 888 catalyst types from USPTO. Task: Predict which catalyst facilitates the given reaction. (1) Reactant: [N+:1](/[CH:4]=[CH:5]/[C:6]1[CH:11]=[CH:10][CH:9]=[CH:8][C:7]=1[C:12]([F:15])([F:14])[F:13])([O-:3])=[O:2].[C:16]([O:23][CH3:24])(=[O:22])[CH2:17][C:18]([O:20][CH3:21])=[O:19].FC(F)(F)C1C=C(NC(N[C@H]2CCCC[C@@H]2N(C)C)=S)C=C(C(F)(F)F)C=1. Product: [N+:1]([CH2:4][C@@H:5]([CH:17]([C:16]([O:23][CH3:24])=[O:22])[C:18]([O:20][CH3:21])=[O:19])[C:6]1[CH:11]=[CH:10][CH:9]=[CH:8][C:7]=1[C:12]([F:13])([F:14])[F:15])([O-:3])=[O:2]. The catalyst class is: 11. (2) Reactant: F[C:2]1[CH:7]=[CH:6][C:5]([C:8]2[N:13]=[C:12]([C:14]#[N:15])[CH:11]=[CH:10][C:9]=2[CH3:16])=[CH:4][CH:3]=1.ClC1C=CC=C(C(OO)=[O:25])C=1.S([O-])([O-])(=O)=S.[Na+].[Na+]. Product: [CH3:16][C:9]1[C:8]([C:5]2[CH:6]=[CH:7][CH:2]=[CH:3][CH:4]=2)=[N+:13]([O-:25])[C:12]([C:14]#[N:15])=[CH:11][CH:10]=1. The catalyst class is: 7.